Dataset: Forward reaction prediction with 1.9M reactions from USPTO patents (1976-2016). Task: Predict the product of the given reaction. The product is: [CH3:1][NH:2][C:3]1[N:8]=[C:7]([C:9]2[C:10]([O:15][C:16]3[CH:21]=[CH:20][C:19]([OH:31])=[CH:18][CH:17]=3)=[N:11][CH:12]=[CH:13][CH:14]=2)[CH:6]=[CH:5][N:4]=1. Given the reactants [CH3:1][NH:2][C:3]1[N:8]=[C:7]([C:9]2[C:10]([O:15][C:16]3[CH:21]=[CH:20][C:19](B4OC(C)(C)C(C)(C)O4)=[CH:18][CH:17]=3)=[N:11][CH:12]=[CH:13][CH:14]=2)[CH:6]=[CH:5][N:4]=1.[OH:31]O.O, predict the reaction product.